Dataset: Forward reaction prediction with 1.9M reactions from USPTO patents (1976-2016). Task: Predict the product of the given reaction. (1) Given the reactants [F:1][CH:2]([F:15])[O:3][C:4]1[CH:9]=[CH:8][C:7](I)=[CH:6][C:5]=1[O:11][CH:12]([F:14])[F:13].[F:16][C:17]([F:28])([F:27])[C:18]1[CH:19]=[CH:20][C:21]([CH2:24][CH2:25][NH2:26])=[N:22][CH:23]=1, predict the reaction product. The product is: [F:13][CH:12]([F:14])[O:11][C:5]1[CH:6]=[C:7]([NH:26][CH2:25][CH2:24][C:21]2[CH:20]=[CH:19][C:18]([C:17]([F:28])([F:16])[F:27])=[CH:23][N:22]=2)[CH:8]=[CH:9][C:4]=1[O:3][CH:2]([F:15])[F:1]. (2) The product is: [CH3:19][S:18][C:14]1[N:15]=[C:16]([O:8][CH2:1][C:2]2[CH:7]=[CH:6][CH:5]=[CH:4][CH:3]=2)[CH:17]=[CH:12][N:13]=1. Given the reactants [CH2:1]([OH:8])[C:2]1[CH:7]=[CH:6][CH:5]=[CH:4][CH:3]=1.[H-].[Na+].Cl[C:12]1[CH:17]=[CH:16][N:15]=[C:14]([S:18][CH3:19])[N:13]=1.C(O)(=O)C, predict the reaction product. (3) Given the reactants [Cl:1]N1C(=O)CCC1=O.[CH:9]1([C:12]2[N:16]([CH:17]3[CH2:19][CH2:18]3)[C:15]([C:20]([CH3:27])([N:22]3[CH:26]=[CH:25][CH:24]=[CH:23]3)[CH3:21])=[N:14][N:13]=2)[CH2:11][CH2:10]1, predict the reaction product. The product is: [Cl:1][C:26]1[N:22]([C:20]([C:15]2[N:16]([CH:17]3[CH2:18][CH2:19]3)[C:12]([CH:9]3[CH2:11][CH2:10]3)=[N:13][N:14]=2)([CH3:27])[CH3:21])[CH:23]=[CH:24][CH:25]=1. (4) Given the reactants [CH3:1][C:2]1[CH:7]=[C:6]([C:8](=[O:33])[CH2:9][CH:10]([C:18]2[CH:23]=[CH:22][C:21]([C:24]3[CH:29]=[CH:28][C:27]([C:30](O)=[O:31])=[CH:26][CH:25]=3)=[CH:20][CH:19]=2)[C:11]2[CH:16]=[CH:15][CH:14]=[CH:13][C:12]=2[CH3:17])[CH:5]=[CH:4][N:3]=1.CN(C(ON1N=NC2C=CC=CC1=2)=[N+](C)C)C.[B-](F)(F)(F)F.Cl.[CH2:57]([O:59][C:60](=[O:64])[CH2:61][CH2:62][NH2:63])[CH3:58].[NH4+].[Cl-], predict the reaction product. The product is: [CH2:57]([O:59][C:60](=[O:64])[CH2:61][CH2:62][NH:63][C:30]([C:27]1[CH:26]=[CH:25][C:24]([C:21]2[CH:20]=[CH:19][C:18]([CH:10]([C:11]3[CH:16]=[CH:15][CH:14]=[CH:13][C:12]=3[CH3:17])[CH2:9][C:8]([C:6]3[CH:5]=[CH:4][N:3]=[C:2]([CH3:1])[CH:7]=3)=[O:33])=[CH:23][CH:22]=2)=[CH:29][CH:28]=1)=[O:31])[CH3:58]. (5) Given the reactants [C:1]([C:17]([NH:19][CH2:20][CH2:21][OH:22])=[O:18])([C:4]([C:7]([C:10]([C:13]([F:16])([F:15])[F:14])([F:12])[F:11])([F:9])[F:8])([F:6])[F:5])([F:3])[F:2].[C:23]([O:26][CH2:27][CH3:28])(=[O:25])C, predict the reaction product. The product is: [C:1]([C:17]([NH:19][CH2:20][CH2:21][OH:22])=[O:18])([C:4]([C:7]([C:10]([C:13]([F:16])([F:14])[F:15])([F:11])[F:12])([F:9])[F:8])([F:6])[F:5])([F:3])[F:2].[NH2:19][C:23]([O:26][CH2:27][CH3:28])=[O:25]. (6) Given the reactants [CH3:1][O:2]C1C=CC([N+]([O-])=O)=C(C=1)N.[N:13]1[CH:18]=[CH:17][CH:16]=[CH:15][C:14]=1[N:19]1[C:23]2[CH:24]=[CH:25][C:26](C(F)(F)F)=[CH:27][C:22]=2[N:21]=[C:20]1/[CH:32]=[CH:33]/[C:34]1[CH:39]=[CH:38][CH:37]=[CH:36][CH:35]=1.[C:40]([OH:45])(=[O:44])[C:41]([OH:43])=[O:42], predict the reaction product. The product is: [C:40]([OH:45])(=[O:44])[C:41]([OH:43])=[O:42].[CH3:1][O:2][C:25]1[CH:26]=[CH:27][C:22]2[N:21]=[C:20](/[CH:32]=[CH:33]/[C:34]3[CH:39]=[CH:38][CH:37]=[CH:36][CH:35]=3)[N:19]([C:14]3[CH:15]=[CH:16][CH:17]=[CH:18][N:13]=3)[C:23]=2[CH:24]=1. (7) Given the reactants [CH3:1][C:2]1[C:3]([C:15]2[CH:20]=[CH:19][C:18]([O:21][CH3:22])=[CH:17][CH:16]=2)=[C:4]([OH:14])[C:5]2[C:10]([CH:11]=1)=[CH:9][C:8]([O:12][CH3:13])=[CH:7][CH:6]=2.[H-].[Na+].F[C:26]1[CH:33]=[CH:32][C:29]([CH:30]=[O:31])=[CH:28][CH:27]=1, predict the reaction product. The product is: [CH3:1][C:2]1[C:3]([C:15]2[CH:20]=[CH:19][C:18]([O:21][CH3:22])=[CH:17][CH:16]=2)=[C:4]([O:14][C:26]2[CH:33]=[CH:32][C:29]([CH:30]=[O:31])=[CH:28][CH:27]=2)[C:5]2[C:10]([CH:11]=1)=[CH:9][C:8]([O:12][CH3:13])=[CH:7][CH:6]=2. (8) Given the reactants [C:1]([O:5][C:6](=[O:24])[NH:7][C@@H:8]([C:18](=[O:23])N(OC)C)[CH2:9][C:10]1[CH:15]=[C:14]([F:16])[CH:13]=[CH:12][C:11]=1[F:17])([CH3:4])([CH3:3])[CH3:2].[C:25]([NH:29][C:30](=[O:39])[C:31]1[CH:36]=[CH:35][C:34]([Cl:37])=[CH:33][C:32]=1[CH3:38])([CH3:28])([CH3:27])[CH3:26], predict the reaction product. The product is: [C:1]([O:5][C:6](=[O:24])[NH:7][C@H:8]([CH2:9][C:10]1[CH:15]=[C:14]([F:16])[CH:13]=[CH:12][C:11]=1[F:17])[C:18](=[O:23])[CH2:38][C:32]1[CH:33]=[C:34]([Cl:37])[CH:35]=[CH:36][C:31]=1[C:30](=[O:39])[NH:29][C:25]([CH3:27])([CH3:26])[CH3:28])([CH3:2])([CH3:3])[CH3:4]. (9) Given the reactants [Cl:1][C:2]1[CH:3]=[CH:4][C:5]([O:24]C)=[C:6]([CH:23]=1)[C:7]([N:9]1[CH2:14][CH2:13][CH2:12][CH:11]([CH2:15][NH:16][C:17](=[O:22])[C:18]([F:21])([F:20])[F:19])[CH2:10]1)=[O:8].B(Br)(Br)Br.C(OCC)C, predict the reaction product. The product is: [Cl:1][C:2]1[CH:3]=[CH:4][C:5]([OH:24])=[C:6]([CH:23]=1)[C:7]([N:9]1[CH2:14][CH2:13][CH2:12][CH:11]([CH2:15][NH:16][C:17](=[O:22])[C:18]([F:20])([F:21])[F:19])[CH2:10]1)=[O:8].